This data is from Catalyst prediction with 721,799 reactions and 888 catalyst types from USPTO. The task is: Predict which catalyst facilitates the given reaction. (1) Reactant: [Cl:1][C:2]1[CH:7]=[CH:6][CH:5]=[CH:4][C:3]=1[N:8]1[CH:12]([C:13]2[CH:18]=[CH:17][C:16]([C:19]3[CH2:20][CH2:21][N:22](C(OC(C)(C)C)=O)[CH2:23][CH:24]=3)=[CH:15][CH:14]=2)[CH2:11][C:10]([C:32]([C:38]([F:41])([F:40])[F:39])([C:34]([F:37])([F:36])[F:35])[OH:33])=[N:9]1.[F:42][C:43]([F:48])([F:47])[C:44]([OH:46])=[O:45]. Product: [F:42][C:43]([F:48])([F:47])[C:44]([OH:46])=[O:45].[Cl:1][C:2]1[CH:7]=[CH:6][CH:5]=[CH:4][C:3]=1[N:8]1[CH:12]([C:13]2[CH:14]=[CH:15][C:16]([C:19]3[CH2:20][CH2:21][NH:22][CH2:23][CH:24]=3)=[CH:17][CH:18]=2)[CH2:11][C:10]([C:32]([C:38]([F:41])([F:39])[F:40])([C:34]([F:35])([F:36])[F:37])[OH:33])=[N:9]1. The catalyst class is: 4. (2) Reactant: [NH2:1][C:2]1[CH:3]=[C:4]([C:8]2[C:9]([C:15]3[CH:20]=[CH:19][N:18]=[C:17]([NH2:21])[N:16]=3)=[N:10][N:11]([CH2:13][CH3:14])[CH:12]=2)[CH:5]=[CH:6][CH:7]=1.[F:22][C:23]1[CH:28]=[C:27]([N:29]=[C:30]=[O:31])[CH:26]=[CH:25][C:24]=1[I:32]. Product: [NH2:21][C:17]1[N:16]=[C:15]([C:9]2[C:8]([C:4]3[CH:3]=[C:2]([NH:1][C:30]([NH:29][C:27]4[CH:26]=[CH:25][C:24]([I:32])=[C:23]([F:22])[CH:28]=4)=[O:31])[CH:7]=[CH:6][CH:5]=3)=[CH:12][N:11]([CH2:13][CH3:14])[N:10]=2)[CH:20]=[CH:19][N:18]=1. The catalyst class is: 2. (3) Reactant: [C:1]12([C:11](O)=[O:12])[CH2:10][CH:5]3[CH2:6][CH:7]([CH2:9][CH:3]([CH2:4]3)[CH2:2]1)[CH2:8]2.CN(C(ON1N=NC2C=CC=NC1=2)=[N+](C)C)C.F[P-](F)(F)(F)(F)F.C(N(CC)CC)C.[CH2:45]1[NH:50][CH2:49][CH2:48][N:47]2[CH:51]=[C:52]([C:54]([O:56][CH2:57][CH3:58])=[O:55])[CH:53]=[C:46]12.FC(F)(F)C(O)=O.C1NCCN2C=C(C(OCC)=O)C=C12. Product: [C:1]12([C:11]([N:50]3[CH2:49][CH2:48][N:47]4[CH:51]=[C:52]([C:54]([O:56][CH2:57][CH3:58])=[O:55])[CH:53]=[C:46]4[CH2:45]3)=[O:12])[CH2:10][CH:5]3[CH2:4][CH:3]([CH2:9][CH:7]([CH2:6]3)[CH2:8]1)[CH2:2]2. The catalyst class is: 3. (4) Reactant: [CH3:1][O:2][C:3]([C:5]1[C:10](Cl)=[N:9][CH:8]=[CH:7][N:6]=1)=[O:4].[NH2:12][CH2:13][C:14]1[CH:19]=[CH:18][N:17]=[CH:16][CH:15]=1. Product: [CH3:1][O:2][C:3]([C:5]1[C:10]([NH:12][CH2:13][C:14]2[CH:19]=[CH:18][N:17]=[CH:16][CH:15]=2)=[N:9][CH:8]=[CH:7][N:6]=1)=[O:4]. The catalyst class is: 41. (5) Reactant: [F:1][C:2]([F:11])([F:10])[C:3]1[CH:8]=[CH:7][C:6]([OH:9])=[CH:5][CH:4]=1.Br[CH2:13][C:14]#[N:15].C(=O)([O-])[O-].[Na+].[Na+].[I-].[Na+]. Product: [F:1][C:2]([F:10])([F:11])[C:3]1[CH:4]=[CH:5][C:6]([O:9][CH2:13][C:14]#[N:15])=[CH:7][CH:8]=1. The catalyst class is: 3. (6) Reactant: [F:1][C:2]1[CH:3]=[C:4]([C:13]2[N:17]([C:18]3[CH:19]=[N:20][CH:21]=[CH:22][CH:23]=3)[N:16]=[C:15]([C:24]([N:26]3[CH2:30][CH2:29][S:28][CH2:27]3)=[O:25])[CH:14]=2)[CH:5]=[C:6]([O:8][C:9]([F:12])([F:11])[F:10])[CH:7]=1.ClC1C=CC=C(C(OO)=[O:39])C=1. Product: [F:1][C:2]1[CH:3]=[C:4]([C:13]2[N:17]([C:18]3[CH:19]=[N:20][CH:21]=[CH:22][CH:23]=3)[N:16]=[C:15]([C:24]([N:26]3[CH2:30][CH2:29][S:28](=[O:39])[CH2:27]3)=[O:25])[CH:14]=2)[CH:5]=[C:6]([O:8][C:9]([F:10])([F:11])[F:12])[CH:7]=1. The catalyst class is: 4. (7) Reactant: C[N:2]([CH3:20])/[CH:3]=[C:4](/[C:10](=[O:19])[C:11]1[CH:16]=[C:15]([I:17])[CH:14]=[CH:13][C:12]=1F)\[C:5]([O:7][CH2:8][CH3:9])=[O:6].[CH3:21][O:22][CH2:23]CN.C(=O)([O-])[O-].[K+].[K+].CN(C=O)C. Product: [I:17][C:15]1[CH:16]=[C:11]2[C:12](=[CH:13][CH:14]=1)[N:2]([CH2:20][CH2:21][O:22][CH3:23])[CH:3]=[C:4]([C:5]([O:7][CH2:8][CH3:9])=[O:6])[C:10]2=[O:19]. The catalyst class is: 40.